This data is from Experimentally validated miRNA-target interactions with 360,000+ pairs, plus equal number of negative samples. The task is: Binary Classification. Given a miRNA mature sequence and a target amino acid sequence, predict their likelihood of interaction. (1) Result: 0 (no interaction). The miRNA is mmu-miR-326-5p with sequence GGGGGCAGGGCCUUUGUGAAGGCG. The protein sequence of the target gene is MDSQKEALQRIISTLANKSDEIQNFIDTLNHTLKGVQENSSNILSELDEEFDSLYSILDDVKESMISTIKQEQVRKSQELQSQLSQCNNALENSEELLEFATRSLDIKEPEEFSKAARQIKDRVTMASAFRLSLKPKVSDNMTHLMVDFSQERQMLQTLKFLPVPKAPEIDPVECLVADNSVTVAWRMPEEDNKIDHFIMEYRKTNFDGLPRVKDERCWEVIDNIKGTEYTLSGLKFDSKYMNFRVRACNKAVAGDYSDPVTLETRALNFSLDNSSSHLNLKVEDSCVEWDPTGGKGQES.... (2) The miRNA is hsa-miR-216a-3p with sequence UCACAGUGGUCUCUGGGAUUAU. The protein sequence of the target gene is MTDTLLPAAPQPLEKEGDDYFRKGCNPLAQTGRSKLQNQRAALNQQILKAVRMRTGAENLLKVATNQKVREQVRLELSFVNSDLQMLKEELEGLNISVGVYQGTEEAFTIPLIPLGLKETKEVDFSIVFKDFILEHYSEDSYLYEDDIADLMDLRQACRTPSRDEAGVELLMSYFIQLGFVESRFFPPTRHMGLLFTWYDSFTGVPVSQQTLLLEKASVLFNIGALYTQIGTRCNRQTQAGLESAVDAFQRAAGVLNYLKETFTHTPSYDMSPAMLSVLVKMMLAQAQESVFEKVCLPGI.... Result: 0 (no interaction). (3) The miRNA is hsa-miR-593-5p with sequence AGGCACCAGCCAGGCAUUGCUCAGC. The protein sequence of the target gene is MELTIFILRLAIYILTFPLYLLNFLGLWSWICKKWFPYFLVRFTVIYNEQMASKKRELFSNLQEFAGPSGKLSLLEVGCGTGANFKFYPPGCRVTCIDPNPNFEKFLIKSIAENRHLQFERFVVAAGENMHQVADGSVDVVVCTLVLCSVKNQERILREVCRVLRPGGAFYFMEHVAAECSTWNYFWQQVLDPAWHLLFDGCNLTRESWKALERASFSKLKLQHIQAPLSWELVRPHIYGYAVK. Result: 0 (no interaction). (4) The miRNA is hsa-miR-580-3p with sequence UUGAGAAUGAUGAAUCAUUAGG. The protein sequence of the target gene is MAHEMIGTQIVTERLVALLESGTEKVLLIDSRPFVEYNTSHILEAININCSKLMKRRLQQDKVLITELIQHSAKHKVDIDCSQKVVVYDQSSQDVASLSSDCFLTVLLGKLEKSFNSVHLLAGGFAEFSRCFPGLCEGKSTLVPTCISQPCLPVANIGPTRILPNLYLGCQRDVLNKELMQQNGIGYVLNASNTCPKPDFIPESHFLRVPVNDSFCEKILPWLDKSVDFIEKAKASNGCVLVHCLAGISRSATIAIAYIMKRMDMSLDEAYRFVKEKRPTISPNFNFLGQLLDYEKKIKN.... Result: 1 (interaction).